Dataset: Catalyst prediction with 721,799 reactions and 888 catalyst types from USPTO. Task: Predict which catalyst facilitates the given reaction. (1) Reactant: [N:1]1([C:7]2[N:12]=[C:11]3[CH:13]=[CH:14][NH:15][C:10]3=[CH:9][C:8]=2[C:16]2[CH:23]=[CH:22][C:19]([C:20]#[N:21])=[CH:18][CH:17]=2)[CH2:6][CH2:5][O:4][CH2:3][CH2:2]1.[C:24]([N:31]1[CH2:35][CH2:34][C@@H:33]([CH2:36]Br)[CH2:32]1)([O:26][C:27]([CH3:30])([CH3:29])[CH3:28])=[O:25].C(=O)([O-])[O-].[Cs+].[Cs+]. Product: [C:20]([C:19]1[CH:18]=[CH:17][C:16]([C:8]2[CH:9]=[C:10]3[N:15]([CH2:36][C@@H:33]4[CH2:34][CH2:35][N:31]([C:24]([O:26][C:27]([CH3:28])([CH3:30])[CH3:29])=[O:25])[CH2:32]4)[CH:14]=[CH:13][C:11]3=[N:12][C:7]=2[N:1]2[CH2:6][CH2:5][O:4][CH2:3][CH2:2]2)=[CH:23][CH:22]=1)#[N:21]. The catalyst class is: 3. (2) Reactant: [C:1]1(=[O:8])[CH2:6][CH2:5][CH2:4][C:3](=O)[CH2:2]1.[CH3:9][C:10]1[C:18]2[C:13](=[CH:14][CH:15]=[C:16](/[CH:19]=[C:20](/[C:23](=O)[CH3:24])\[C:21]#[N:22])[CH:17]=2)[NH:12][N:11]=1.C([O-])(=O)C.[NH4+:30]. Product: [CH3:24][C:23]1[NH:30][C:3]2[CH2:4][CH2:5][CH2:6][C:1](=[O:8])[C:2]=2[CH:19]([C:16]2[CH:17]=[C:18]3[C:13](=[CH:14][CH:15]=2)[NH:12][N:11]=[C:10]3[CH3:9])[C:20]=1[C:21]#[N:22]. The catalyst class is: 15. (3) Reactant: [ClH:1].C(OC([N:9]1[CH2:14][CH2:13][N:12]([C:15]2[CH:16]=[CH:17][C:18]3[N:19]([C:21]([Br:24])=[CH:22][N:23]=3)[N:20]=2)[CH2:11][CH2:10]1)=O)(C)(C)C. Product: [ClH:1].[ClH:1].[Br:24][C:21]1[N:19]2[N:20]=[C:15]([N:12]3[CH2:11][CH2:10][NH:9][CH2:14][CH2:13]3)[CH:16]=[CH:17][C:18]2=[N:23][CH:22]=1. The catalyst class is: 5.